This data is from Full USPTO retrosynthesis dataset with 1.9M reactions from patents (1976-2016). The task is: Predict the reactants needed to synthesize the given product. (1) Given the product [OH:14][C:11]1[CH:10]=[CH:9][C:8]([CH2:7][C@H:5]([NH:6][C:24](=[O:40])[CH2:25][CH2:26][CH2:27][CH2:28][CH2:29][CH2:30][CH2:31][CH2:32][CH2:33][CH2:34][CH2:35][CH2:36][CH2:37][CH2:38][CH3:39])[C:4]([O:3][CH3:2])=[O:15])=[CH:13][CH:12]=1, predict the reactants needed to synthesize it. The reactants are: Cl.[CH3:2][O:3][C:4](=[O:15])[C@H:5]([CH2:7][C:8]1[CH:13]=[CH:12][C:11]([OH:14])=[CH:10][CH:9]=1)[NH2:6].C(N(CC)CC)C.Cl.[C:24](Cl)(=[O:40])[CH2:25][CH2:26][CH2:27][CH2:28][CH2:29][CH2:30][CH2:31][CH2:32][CH2:33][CH2:34][CH2:35][CH2:36][CH2:37][CH2:38][CH3:39]. (2) Given the product [F:31][C:2]([F:1])([F:32])[C:3]1[CH:30]=[CH:29][C:6]([CH2:7][O:8][C:9]([N:11]2[CH2:16][CH2:15][CH2:14][C@H:13]([C:17]3[CH:22]=[CH:21][C:20]([CH3:23])=[C:19]([C:24]([OH:26])=[O:25])[CH:18]=3)[CH2:12]2)=[O:10])=[CH:5][CH:4]=1, predict the reactants needed to synthesize it. The reactants are: [F:1][C:2]([F:32])([F:31])[C:3]1[CH:30]=[CH:29][C:6]([CH2:7][O:8][C:9]([N:11]2[CH2:16][CH2:15][CH2:14][C@H:13]([C:17]3[CH:22]=[CH:21][C:20]([CH3:23])=[C:19]([C:24]([O:26]CC)=[O:25])[CH:18]=3)[CH2:12]2)=[O:10])=[CH:5][CH:4]=1.C(=O)([O-])[O-].[K+].[K+].CO. (3) Given the product [C:21]([N:7]1[C:8]2[C:4](=[CH:3][C:2]([CH3:1])=[CH:10][C:9]=2[N+:11]([O-:13])=[O:12])[CH:5]=[C:6]1[C:14]1[CH:15]=[CH:16][CH:17]=[CH:18][CH:19]=1)([O:23][C:24]([CH3:27])([CH3:26])[CH3:25])=[O:20], predict the reactants needed to synthesize it. The reactants are: [CH3:1][C:2]1[CH:3]=[C:4]2[C:8](=[C:9]([N+:11]([O-:13])=[O:12])[CH:10]=1)[NH:7][C:6]([C:14]1[CH:19]=[CH:18][CH:17]=[CH:16][CH:15]=1)=[CH:5]2.[O:20](C(OC(C)(C)C)=O)[C:21]([O:23][C:24]([CH3:27])([CH3:26])[CH3:25])=O. (4) Given the product [Cl:21][C:5]1[C:6]([NH:8][C:9]2[CH:14]=[CH:13][CH:12]=[CH:11][C:10]=2[NH:15][C:16]([NH:18][CH2:19][CH3:20])=[O:17])=[N:7][C:2]([NH:32][C:31]2[CH:30]=[CH:29][C:28]([N:25]3[CH2:26][CH2:27][O:22][CH2:23][CH2:24]3)=[CH:34][CH:33]=2)=[N:3][CH:4]=1, predict the reactants needed to synthesize it. The reactants are: Cl[C:2]1[N:7]=[C:6]([NH:8][C:9]2[CH:14]=[CH:13][CH:12]=[CH:11][C:10]=2[NH:15][C:16]([NH:18][CH2:19][CH3:20])=[O:17])[C:5]([Cl:21])=[CH:4][N:3]=1.[O:22]1[CH2:27][CH2:26][N:25]([C:28]2[CH:34]=[CH:33][C:31]([NH2:32])=[CH:30][CH:29]=2)[CH2:24][CH2:23]1.